Dataset: Full USPTO retrosynthesis dataset with 1.9M reactions from patents (1976-2016). Task: Predict the reactants needed to synthesize the given product. (1) Given the product [Br:1][C:2]1[CH:3]=[C:4]([C:8](=[O:23])[C:9]([C:10]2[CH:19]=[CH:18][C:17]3[CH2:16][CH2:15][CH2:14][CH2:13][C:12]=3[CH:11]=2)=[O:20])[CH:5]=[CH:6][CH:7]=1, predict the reactants needed to synthesize it. The reactants are: [Br:1][C:2]1[CH:3]=[C:4]([C:8]#[C:9][C:10]2[CH:11]=[C:12]3[C:17](=[CH:18][CH:19]=2)[CH2:16][CH2:15][CH2:14][CH2:13]3)[CH:5]=[CH:6][CH:7]=1.[OH2:20].CS(C)=[O:23]. (2) Given the product [CH3:33][C:32]1[CH:31]=[CH:30][CH:29]=[C:28]([CH3:34])[C:27]=1[O:26][C:23]1[N:22]=[CH:21][C:20]([NH:19][C:17](=[O:18])[C:16]([CH3:35])([CH3:36])[NH2:12])=[CH:25][CH:24]=1, predict the reactants needed to synthesize it. The reactants are: FC(F)(F)C(O)=O.CC([N:12]([C:16]([CH3:36])([CH3:35])[C:17]([NH:19][C:20]1[CH:21]=[N:22][C:23]([O:26][C:27]2[C:32]([CH3:33])=[CH:31][CH:30]=[CH:29][C:28]=2[CH3:34])=[CH:24][CH:25]=1)=[O:18])C(=O)[O-])(C)C. (3) Given the product [CH2:8]([C:12]1[C:17]([CH2:18][C:19]2[CH:24]=[CH:23][C:22]([C:25]3[C:26]([C:31]#[N:32])=[CH:27][CH:28]=[CH:29][CH:30]=3)=[CH:21][CH:20]=2)=[C:16]([O:33][CH2:34][CH2:35][O:36][CH2:39][CH2:40][CH3:41])[N:15]=[C:14]([CH3:37])[N:13]=1)[CH2:9][CH2:10][CH3:11], predict the reactants needed to synthesize it. The reactants are: [H-].[Na+].CN(C)C=O.[CH2:8]([C:12]1[C:17]([CH2:18][C:19]2[CH:24]=[CH:23][C:22]([C:25]3[C:26]([C:31]#[N:32])=[CH:27][CH:28]=[CH:29][CH:30]=3)=[CH:21][CH:20]=2)=[C:16]([O:33][CH2:34][CH2:35][OH:36])[N:15]=[C:14]([CH3:37])[N:13]=1)[CH2:9][CH2:10][CH3:11].O.[CH3:39][CH2:40][CH2:41]CCC.C(OCC)(=O)C. (4) Given the product [Cl:28][C:26]1[CH:27]=[C:22]([C:16]2([C:18]([F:20])([F:21])[F:19])[O:15][N:14]=[C:13]([C:10]3[CH:11]=[CH:12][C:7]([C:6]([NH:5][CH2:4][CH:3]4[O:32][S:39](=[O:40])[NH:1][CH2:2]4)=[O:31])=[C:8]([CH3:30])[CH:9]=3)[CH2:17]2)[CH:23]=[C:24]([Cl:29])[CH:25]=1, predict the reactants needed to synthesize it. The reactants are: [NH2:1][CH2:2][CH:3]([OH:32])[CH2:4][NH:5][C:6](=[O:31])[C:7]1[CH:12]=[CH:11][C:10]([C:13]2[CH2:17][C:16]([C:22]3[CH:27]=[C:26]([Cl:28])[CH:25]=[C:24]([Cl:29])[CH:23]=3)([C:18]([F:21])([F:20])[F:19])[O:15][N:14]=2)=[CH:9][C:8]=1[CH3:30].N1C=CC=CC=1.[S:39](Cl)(Cl)=[O:40].Cl. (5) Given the product [CH2:23]([O:25][C:26]1[CH:31]=[C:30]([O:32][CH2:2][C:3]2[CH:22]=[CH:21][CH:20]=[CH:19][C:4]=2[O:5][CH2:6][C:7]2[N:8]=[C:9]([C:13]3[CH:18]=[CH:17][CH:16]=[CH:15][CH:14]=3)[O:10][C:11]=2[CH3:12])[CH:29]=[CH:28][C:27]=1[CH2:33][CH2:34][C:35]([O:37][CH2:38][CH3:39])=[O:36])[CH3:24], predict the reactants needed to synthesize it. The reactants are: Cl[CH2:2][C:3]1[CH:22]=[CH:21][CH:20]=[CH:19][C:4]=1[O:5][CH2:6][C:7]1[N:8]=[C:9]([C:13]2[CH:18]=[CH:17][CH:16]=[CH:15][CH:14]=2)[O:10][C:11]=1[CH3:12].[CH2:23]([O:25][C:26]1[CH:31]=[C:30]([OH:32])[CH:29]=[CH:28][C:27]=1[CH2:33][CH2:34][C:35]([O:37][CH2:38][CH3:39])=[O:36])[CH3:24].C(=O)([O-])[O-].[K+].[K+].CN(C)C=O. (6) Given the product [C:72]([NH:71][CH:65]1[CH2:66][CH2:67][CH2:68][CH2:69][CH2:70]1)([NH:73][CH:74]1[CH2:79][CH2:78][CH2:77][CH2:76][CH2:75]1)=[O:7], predict the reactants needed to synthesize it. The reactants are: C1C([O:7]C2C=CC3C(OC(=O)C=3C=2)=O)=CC2C(OC(=O)C=2C=1)=O.NC1C=C(C=CC=1)OC1C=CC=C(OC2C=CC=C(N)C=2)C=1.C1(C#CC2C=C3C(=O)OC(=O)C3=CC=2)C=CC=CC=1.[CH:65]1([N:71]=[C:72]=[N:73][CH:74]2[CH2:79][CH2:78][CH2:77][CH2:76][CH2:75]2)[CH2:70][CH2:69][CH2:68][CH2:67][CH2:66]1. (7) Given the product [Cl:1][C:17]1[CH:16]=[C:15]([CH:18]([CH:22]([C:27]2[CH:28]=[CH:29][C:30]([C:31]([NH:33][CH2:34][CH2:35][C:36]([O:38][C:39]([CH3:42])([CH3:41])[CH3:40])=[O:37])=[O:32])=[CH:43][CH:44]=2)[CH2:23][CH2:24][CH2:25][CH3:26])[CH2:19][CH:20]=[O:21])[CH:14]=[CH:13][C:12]=1[O:11][CH3:10], predict the reactants needed to synthesize it. The reactants are: [Cl:1]NC(=O)CCC(N)=O.[CH3:10][O:11][C:12]1[CH:17]=[CH:16][C:15]([CH:18]([CH:22]([C:27]2[CH:44]=[CH:43][C:30]([C:31]([NH:33][CH2:34][CH2:35][C:36]([O:38][C:39]([CH3:42])([CH3:41])[CH3:40])=[O:37])=[O:32])=[CH:29][CH:28]=2)[CH2:23][CH2:24][CH2:25][CH3:26])[CH2:19][CH:20]=[O:21])=[CH:14][CH:13]=1.